From a dataset of Full USPTO retrosynthesis dataset with 1.9M reactions from patents (1976-2016). Predict the reactants needed to synthesize the given product. (1) Given the product [CH3:29][C:17]1[S:16][C:15]2[NH:14][C:13]3[CH:30]=[CH:31][C:10]([CH2:9][NH:8][C:6](=[O:7])[CH2:5][CH2:4][C:3]([OH:32])=[O:2])=[CH:11][C:12]=3[N:21]=[C:20]([N:22]3[CH2:27][CH2:26][N:25]([CH3:28])[CH2:24][CH2:23]3)[C:19]=2[CH:18]=1, predict the reactants needed to synthesize it. The reactants are: C[O:2][C:3](=[O:32])[CH2:4][CH2:5][C:6]([NH:8][CH2:9][C:10]1[CH:31]=[CH:30][C:13]2[NH:14][C:15]3[S:16][C:17]([CH3:29])=[CH:18][C:19]=3[C:20]([N:22]3[CH2:27][CH2:26][N:25]([CH3:28])[CH2:24][CH2:23]3)=[N:21][C:12]=2[CH:11]=1)=[O:7].[Li+].[OH-].Cl. (2) The reactants are: Br[C:2]1[N:7]2[N:8]=[C:9]([C:11]3[CH:16]=[CH:15][C:14]([C:17]([CH3:20])([CH3:19])[CH3:18])=[CH:13][CH:12]=3)[N:10]=[C:6]2[CH:5]=[CH:4][CH:3]=1.[NH:21]1[CH2:26][CH2:25][NH:24][CH2:23][CH2:22]1. Given the product [C:17]([C:14]1[CH:15]=[CH:16][C:11]([C:9]2[N:10]=[C:6]3[CH:5]=[CH:4][CH:3]=[C:2]([N:21]4[CH2:26][CH2:25][NH:24][CH2:23][CH2:22]4)[N:7]3[N:8]=2)=[CH:12][CH:13]=1)([CH3:20])([CH3:19])[CH3:18], predict the reactants needed to synthesize it. (3) The reactants are: [CH3:1][N:2]1[CH:6]=[C:5]([C:7]2[C:15]3[C:14]([N:16]4[CH2:21][CH2:20][O:19][CH2:18][CH2:17]4)=[N:13][CH:12]=[N:11][C:10]=3[N:9]([CH2:22][O:23]CC[Si](C)(C)C)[CH:8]=2)[CH:4]=[N:3]1. Given the product [CH3:1][N:2]1[CH:6]=[C:5]([C:7]2[C:15]3[C:14]([N:16]4[CH2:17][CH2:18][O:19][CH2:20][CH2:21]4)=[N:13][CH:12]=[N:11][C:10]=3[N:9]([CH2:22][OH:23])[CH:8]=2)[CH:4]=[N:3]1, predict the reactants needed to synthesize it. (4) The reactants are: [CH2:1]([O:3][C:4]([C:6]1[S:7][C:8]2[C:14](=O)[CH2:13][CH2:12][CH2:11][C:9]=2[N:10]=1)=[O:5])[CH3:2].[CH3:16]N(C=O)C.CC(N(C)C)=O.Cl.[NH:28]([C:32]1[CH:33]=[C:34]([S:38]([NH2:41])(=[O:40])=[O:39])[CH:35]=[CH:36][CH:37]=1)[C:29]([NH2:31])=[NH:30].C(=O)([O-])[O-].[K+].[K+]. Given the product [CH2:1]([O:3][C:4]([C:6]1[S:7][C:8]2[C:14]3[N:31]=[C:29]([NH:28][C:32]4[CH:37]=[CH:36][CH:35]=[C:34]([S:38](=[O:39])(=[O:40])[NH2:41])[CH:33]=4)[N:30]=[CH:16][C:13]=3[CH2:12][CH2:11][C:9]=2[N:10]=1)=[O:5])[CH3:2], predict the reactants needed to synthesize it. (5) Given the product [CH2:31]([N:10]1[CH2:9][CH2:8][O:7][C:6]2[CH:11]=[C:2]([CH3:1])[C:3]([B:12]3[O:13][C:14]([CH3:20])([CH3:19])[C:15]([CH3:18])([CH3:17])[O:16]3)=[CH:4][C:5]1=2)[CH:30]=[CH2:29], predict the reactants needed to synthesize it. The reactants are: [CH3:1][C:2]1[C:3]([B:12]2[O:16][C:15]([CH3:18])([CH3:17])[C:14]([CH3:20])([CH3:19])[O:13]2)=[CH:4][C:5]2[NH:10][CH2:9][CH2:8][O:7][C:6]=2[CH:11]=1.C([O-])([O-])=O.[K+].[K+].N#N.[CH2:29](Br)[CH:30]=[CH2:31]. (6) Given the product [CH2:1]([O:3][C:4](=[O:23])[CH2:5][CH:6]([N:10]1[C:14]2[CH:15]=[CH:16][CH:17]=[CH:18][C:13]=2[NH:12][C:11]1=[O:22])[CH2:7][CH2:8][CH3:9])[CH3:2], predict the reactants needed to synthesize it. The reactants are: [CH2:1]([O:3][C:4](=[O:23])[CH2:5][CH:6]([N:10]1[C:14]2[CH:15]=[CH:16][CH:17]=[CH:18][C:13]=2[N:12](C(C)=C)[C:11]1=[O:22])[CH2:7][CH2:8][CH3:9])[CH3:2].Cl.